Dataset: Forward reaction prediction with 1.9M reactions from USPTO patents (1976-2016). Task: Predict the product of the given reaction. Given the reactants C([O-])([O-])=O.[K+].[K+].I[CH2:8][CH3:9].[NH2:10][C:11]1[C:16]([Cl:17])=[CH:15][C:14]([C:18](=[O:34])[CH2:19][CH2:20][CH:21]2[CH2:26][CH2:25][N:24]([CH2:27][CH:28]3[CH2:33][CH2:32][CH2:31][CH2:30][CH2:29]3)[CH2:23][CH2:22]2)=[C:13]([OH:35])[CH:12]=1, predict the reaction product. The product is: [NH2:10][C:11]1[C:16]([Cl:17])=[CH:15][C:14]([C:18](=[O:34])[CH2:19][CH2:20][CH:21]2[CH2:22][CH2:23][N:24]([CH2:27][CH:28]3[CH2:29][CH2:30][CH2:31][CH2:32][CH2:33]3)[CH2:25][CH2:26]2)=[C:13]([O:35][CH2:8][CH3:9])[CH:12]=1.